This data is from Forward reaction prediction with 1.9M reactions from USPTO patents (1976-2016). The task is: Predict the product of the given reaction. (1) Given the reactants [OH:1][CH2:2][C:3](=[N:6][NH:7][C:8]([O:10][C:11]([CH3:14])([CH3:13])[CH3:12])=[O:9])[CH2:4][OH:5].B.C1COCC1, predict the reaction product. The product is: [OH:1][CH2:2][CH:3]([NH:6][NH:7][C:8]([O:10][C:11]([CH3:14])([CH3:13])[CH3:12])=[O:9])[CH2:4][OH:5]. (2) Given the reactants [CH2:1]([O:3][C:4]([C:6]1[C:7](=[O:29])[C:8]2[CH:13]=[N:12][C:11](S(C)(=O)=O)=[N:10][C:9]=2[N:18]([C:20]2[CH:21]=[C:22]3[C:26](=[CH:27][CH:28]=2)[CH2:25][CH2:24][CH2:23]3)[CH:19]=1)=[O:5])[CH3:2].[CH3:30][N:31]([CH2:33][C:34]1[CH:35]=[C:36]([NH2:40])[CH:37]=[CH:38][CH:39]=1)[CH3:32], predict the reaction product. The product is: [CH2:1]([O:3][C:4]([C:6]1[C:7](=[O:29])[C:8]2[CH:13]=[N:12][C:11]([NH:40][C:36]3[CH:37]=[CH:38][CH:39]=[C:34]([CH2:33][N:31]([CH3:32])[CH3:30])[CH:35]=3)=[N:10][C:9]=2[N:18]([C:20]2[CH:21]=[C:22]3[C:26](=[CH:27][CH:28]=2)[CH2:25][CH2:24][CH2:23]3)[CH:19]=1)=[O:5])[CH3:2]. (3) Given the reactants C(O)=[O:2].OO.[C:6]12(C)[C:12](C)(C)[CH:9]([CH:10]=[CH:11]1)[CH2:8][CH:7]2[S:15]([O-:18])(=[O:17])=[O:16].[Na+].S([O-])([O-])=O.[Na+].[Na+].C(=O)([O-])O.[Na+], predict the reaction product. The product is: [OH:2][CH:10]1[CH:11]2[CH:6]3[CH:7]([CH2:8][CH:9]1[CH2:12]3)[S:15](=[O:18])(=[O:17])[O:16]2. (4) Given the reactants [Cl:1][C:2]1[CH:7]=[CH:6][CH:5]=[C:4]([F:8])[C:3]=1[CH:9]1[NH:14][C:13]2[CH:15]=[CH:16][C:17](B3OC(C)(C)C(C)(C)O3)=[CH:18][C:12]=2[O:11][CH2:10]1.Br[C:29]1[CH:34]=[C:33]([C:35]([F:38])([F:37])[F:36])[CH:32]=[CH:31][C:30]=1[CH3:39], predict the reaction product. The product is: [Cl:1][C:2]1[CH:7]=[CH:6][CH:5]=[C:4]([F:8])[C:3]=1[CH:9]1[NH:14][C:13]2[CH:15]=[CH:16][C:17]([C:31]3[CH:32]=[C:33]([C:35]([F:36])([F:38])[F:37])[CH:34]=[CH:29][C:30]=3[CH3:39])=[CH:18][C:12]=2[O:11][CH2:10]1. (5) Given the reactants [Br:1][C:2]1[CH:3]=[C:4]([CH:10]=[CH:11][CH:12]=1)[C:5]([O:7]CC)=O.[Cl:13][C:14]1[N:19]=[C:18]([CH3:20])[CH:17]=[CH:16][CH:15]=1, predict the reaction product. The product is: [Br:1][C:2]1[CH:3]=[C:4]([C:5](=[O:7])[CH2:20][C:18]2[CH:17]=[CH:16][CH:15]=[C:14]([Cl:13])[N:19]=2)[CH:10]=[CH:11][CH:12]=1. (6) Given the reactants Br[C:2]1[CH:23]=[CH:22][C:5]2[C:6]3[N:7]([CH:11]=[C:12]([C:14]4[N:18]([CH:19]([CH3:21])[CH3:20])[N:17]=[CH:16][N:15]=4)[N:13]=3)[CH2:8][CH2:9][O:10][C:4]=2[CH:3]=1.[N:24]1[CH:29]=[CH:28][CH:27]=[CH:26][C:25]=1[C:30]([O:32]C)=[O:31].O[C@H]1CN[C@H](C(O)=O)C1.P([O-])([O-])([O-])=O.[K+].[K+].[K+], predict the reaction product. The product is: [CH:19]([N:18]1[C:14]([C:12]2[N:13]=[C:6]3[N:7]([CH2:8][CH2:9][O:10][C:4]4[CH:3]=[C:2]([N:24]5[CH2:29][CH2:28][CH2:27][CH2:26][CH:25]5[C:30]([OH:32])=[O:31])[CH:23]=[CH:22][C:5]=43)[CH:11]=2)=[N:15][CH:16]=[N:17]1)([CH3:21])[CH3:20]. (7) Given the reactants Br[C:2]1[N:7]=[CH:6][C:5]([C:8]([N:10]2[CH2:15][CH2:14][N:13]([C:16]3[C:21]([CH3:22])=[CH:20][C:19]([CH3:23])=[CH:18][N:17]=3)[CH2:12][CH2:11]2)=[O:9])=[CH:4][CH:3]=1.[CH3:24][CH:25]1[O:29][C:28](=[O:30])[NH:27][CH2:26]1, predict the reaction product. The product is: [CH3:22][C:21]1[C:16]([N:13]2[CH2:14][CH2:15][N:10]([C:8]([C:5]3[CH:4]=[CH:3][C:2]([N:27]4[CH2:26][CH:25]([CH3:24])[O:29][C:28]4=[O:30])=[N:7][CH:6]=3)=[O:9])[CH2:11][CH2:12]2)=[N:17][CH:18]=[C:19]([CH3:23])[CH:20]=1.